This data is from Full USPTO retrosynthesis dataset with 1.9M reactions from patents (1976-2016). The task is: Predict the reactants needed to synthesize the given product. (1) Given the product [CH2:1]([O:3][C:4]([C:6]1[O:7][C:8]2[C:13]([C:14](=[O:16])[CH:15]=1)=[CH:12][C:11]([O:17][CH3:18])=[CH:10][C:9]=2[N:26]1[CH2:27][CH2:28][N:23]([CH:20]([CH3:22])[CH3:21])[CH2:24][CH2:25]1)=[O:5])[CH3:2], predict the reactants needed to synthesize it. The reactants are: [CH2:1]([O:3][C:4]([C:6]1[O:7][C:8]2[C:13]([C:14](=[O:16])[CH:15]=1)=[CH:12][C:11]([O:17][CH3:18])=[CH:10][C:9]=2Br)=[O:5])[CH3:2].[CH:20]([N:23]1[CH2:28][CH2:27][NH:26][CH2:25][CH2:24]1)([CH3:22])[CH3:21]. (2) Given the product [F:17][C:6]1[CH:5]=[C:4]([CH2:1][CH2:2][CH3:3])[CH:9]=[CH:8][C:7]=1[C:10]1[CH:15]=[CH:14][C:13]([C:23]([OH:25])=[O:24])=[CH:12][CH:11]=1, predict the reactants needed to synthesize it. The reactants are: [CH2:1]([C:4]1[CH:9]=[CH:8][C:7]([C:10]2[CH:15]=[CH:14][C:13](Br)=[CH:12][CH:11]=2)=[C:6]([F:17])[CH:5]=1)[CH2:2][CH3:3].C([Li])CCC.[C:23](=[O:25])=[O:24].Cl. (3) Given the product [F:1][C:2]1[CH:3]=[C:4]2[C:10]([C:11]3[N:22]=[C:23]4[NH:27][N:26]=[C:25]([CH3:28])[C:24]4=[C:29]([NH2:30])[N:12]=3)=[N:9][N:8]([CH2:13][CH2:14][C:15]([F:21])([F:20])[C:16]([F:18])([F:19])[F:17])[C:5]2=[N:6][CH:7]=1, predict the reactants needed to synthesize it. The reactants are: [F:1][C:2]1[CH:3]=[C:4]2[C:10]([C:11]#[N:12])=[N:9][N:8]([CH2:13][CH2:14][C:15]([F:21])([F:20])[C:16]([F:19])([F:18])[F:17])[C:5]2=[N:6][CH:7]=1.[NH2:22][C:23]1[NH:27][N:26]=[C:25]([CH3:28])[C:24]=1[C:29]#[N:30]. (4) Given the product [NH2:37][C@@H:38]([CH:43]1[CH2:47][CH2:46][CH2:45][CH2:44]1)[CH2:39][C:40]([N:15]1[CH2:16][CH2:17][N:12]([C:9]2[N:8]=[C:7]([NH2:18])[C:6]3[C:11](=[C:2]([F:1])[C:3]([O:21][CH3:22])=[C:4]([O:19][CH3:20])[CH:5]=3)[N:10]=2)[CH2:13][CH2:14]1)=[O:41], predict the reactants needed to synthesize it. The reactants are: [F:1][C:2]1[C:3]([O:21][CH3:22])=[C:4]([O:19][CH3:20])[CH:5]=[C:6]2[C:11]=1[N:10]=[C:9]([N:12]1[CH2:17][CH2:16][NH:15][CH2:14][CH2:13]1)[N:8]=[C:7]2[NH2:18].C(N(CC)CC)C.C(OC([NH:37][C@@H:38]([CH:43]1[CH2:47][CH2:46][CH2:45][CH2:44]1)[CH2:39][C:40](O)=[O:41])=O)(C)(C)C.C1C=CC2N(O)N=NC=2C=1.CN(C(ON1N=NC2C=CC=CC1=2)=[N+](C)C)C.F[P-](F)(F)(F)(F)F. (5) Given the product [CH3:28][N:4]1[C:5]2=[N:6][C:7]3[C:12]([C:13](=[O:16])[N:14]2[CH2:15][C:2]([CH3:25])([CH3:1])[CH2:3]1)=[CH:11][CH:10]=[C:9]([C:17]#[C:18][C:19]1[CH:24]=[CH:23][CH:22]=[CH:21][N:20]=1)[CH:8]=3, predict the reactants needed to synthesize it. The reactants are: [CH3:1][C:2]1([CH3:25])[CH2:15][N:14]2[C:5](=[N:6][C:7]3[C:12]([C:13]2=[O:16])=[CH:11][CH:10]=[C:9]([C:17]#[C:18][C:19]2[CH:24]=[CH:23][CH:22]=[CH:21][N:20]=2)[CH:8]=3)[NH:4][CH2:3]1.[H-].[Na+].[CH3:28]I. (6) Given the product [N:1]1[CH:6]=[CH:5][CH:4]=[CH:3][C:2]=1[CH2:7][CH2:8][CH:9]=[O:10], predict the reactants needed to synthesize it. The reactants are: [N:1]1[CH:6]=[CH:5][CH:4]=[CH:3][C:2]=1[CH2:7][CH2:8][CH2:9][OH:10].C[N+]1([O-])CCOCC1. (7) Given the product [C:10]([NH:9][C:3]1[C:2]([F:1])=[CH:7][N:6]=[C:5]([O:8][S:19]([C:13]2[CH:18]=[CH:17][CH:16]=[CH:15][CH:14]=2)(=[O:21])=[O:20])[N:4]=1)(=[O:12])[CH3:11], predict the reactants needed to synthesize it. The reactants are: [F:1][C:2]1[C:3]([NH:9][C:10](=[O:12])[CH3:11])=[N:4][C:5]([OH:8])=[N:6][CH:7]=1.[C:13]1([S:19](Cl)(=[O:21])=[O:20])[CH:18]=[CH:17][CH:16]=[CH:15][CH:14]=1.